From a dataset of Catalyst prediction with 721,799 reactions and 888 catalyst types from USPTO. Predict which catalyst facilitates the given reaction. (1) Reactant: [CH3:1][C:2]1[CH:11]=[C:10]([CH3:12])[C:9]([C:13]2[NH:17][C:16]([CH2:18][CH:19]3[CH2:23][CH2:22][O:21][CH2:20]3)=[N:15][N:14]=2)=[CH:8][C:3]=1[C:4]([O:6]C)=[O:5].[OH-].[Na+]. Product: [CH3:1][C:2]1[CH:11]=[C:10]([CH3:12])[C:9]([C:13]2[NH:17][C:16]([CH2:18][CH:19]3[CH2:23][CH2:22][O:21][CH2:20]3)=[N:15][N:14]=2)=[CH:8][C:3]=1[C:4]([OH:6])=[O:5]. The catalyst class is: 24. (2) Reactant: [Br:1][C:2]1[CH:3]=[C:4]([N:12]([CH2:19][CH3:20])[CH:13]2[CH2:18][CH2:17][O:16][CH2:15][CH2:14]2)[C:5]([CH3:11])=[C:6]([CH:10]=1)[C:7]([OH:9])=O.Cl.[NH2:22][CH2:23][C:24]1[C:25](=[O:34])[NH:26][C:27]([CH3:33])=[CH:28][C:29]=1[CH:30]([CH3:32])[CH3:31].C1CN([P+](ON2N=NC3C=CC=CC2=3)(N2CCCC2)N2CCCC2)CC1.F[P-](F)(F)(F)(F)F.CCN(C(C)C)C(C)C. Product: [Br:1][C:2]1[CH:3]=[C:4]([N:12]([CH2:19][CH3:20])[CH:13]2[CH2:18][CH2:17][O:16][CH2:15][CH2:14]2)[C:5]([CH3:11])=[C:6]([CH:10]=1)[C:7]([NH:22][CH2:23][C:24]1[C:25](=[O:34])[NH:26][C:27]([CH3:33])=[CH:28][C:29]=1[CH:30]([CH3:31])[CH3:32])=[O:9]. The catalyst class is: 16. (3) Product: [CH3:1][N:2]([CH3:12])[C:3]1[N:8]=[CH:7][C:6]([C:14]2[CH:15]=[C:16]3[C:20](=[C:21]([C:23]([NH2:25])=[O:24])[CH:22]=2)[NH:19][CH:18]=[C:17]3[CH:26]2[CH2:27][CH2:28][S:29](=[O:32])(=[O:33])[CH2:30][CH2:31]2)=[CH:5][CH:4]=1. Reactant: [CH3:1][N:2]([CH3:12])[C:3]1[N:8]=[CH:7][C:6](B(O)O)=[CH:5][CH:4]=1.Br[C:14]1[CH:15]=[C:16]2[C:20](=[C:21]([C:23]([NH2:25])=[O:24])[CH:22]=1)[NH:19][CH:18]=[C:17]2[CH:26]1[CH2:31][CH2:30][S:29](=[O:33])(=[O:32])[CH2:28][CH2:27]1.C(=O)([O-])[O-].[K+].[K+]. The catalyst class is: 38. (4) Reactant: [Si:1]([O:18][C@@H:19]1[CH2:23][CH2:22][N:21]([C:24]2[CH:29]=[CH:28][C:27]([S:30]([NH:33][C:34]3[S:35][CH:36]=[CH:37][N:38]=3)(=[O:32])=[O:31])=[CH:26][CH:25]=2)[C:20]1=[O:39])([C:14]([CH3:17])([CH3:16])[CH3:15])([C:8]1[CH:13]=[CH:12][CH:11]=[CH:10][CH:9]=1)[C:2]1[CH:7]=[CH:6][CH:5]=[CH:4][CH:3]=1.[CH:40](N(CC)C(C)C)([CH3:42])[CH3:41].C(Br)C=C. Product: [CH2:42]([N:33]([C:34]1[S:35][CH:36]=[CH:37][N:38]=1)[S:30]([C:27]1[CH:28]=[CH:29][C:24]([N:21]2[CH2:22][CH2:23][C@@H:19]([O:18][Si:1]([C:14]([CH3:15])([CH3:17])[CH3:16])([C:2]3[CH:7]=[CH:6][CH:5]=[CH:4][CH:3]=3)[C:8]3[CH:9]=[CH:10][CH:11]=[CH:12][CH:13]=3)[C:20]2=[O:39])=[CH:25][CH:26]=1)(=[O:31])=[O:32])[CH:40]=[CH2:41]. The catalyst class is: 2. (5) Product: [CH3:5][C:6]1[S:10][C:9]([C:11]([O:13][CH3:14])=[O:12])=[CH:8][C:7]=1[N+:1]([O-:4])=[O:2]. The catalyst class is: 82. Reactant: [N+:1]([O-:4])(O)=[O:2].[CH3:5][C:6]1[S:10][C:9]([C:11]([O:13][CH3:14])=[O:12])=[CH:8][CH:7]=1. (6) Reactant: C[O:2][C:3](=O)[CH2:4][C:5]1[N:6]=[C:7]([C:11]2[CH:12]=[N:13][C:14]([Cl:17])=[CH:15][CH:16]=2)[O:8][C:9]=1[CH3:10].[H-].[Al+3].[Li+].[H-].[H-].[H-]. Product: [Cl:17][C:14]1[N:13]=[CH:12][C:11]([C:7]2[O:8][C:9]([CH3:10])=[C:5]([CH2:4][CH2:3][OH:2])[N:6]=2)=[CH:16][CH:15]=1. The catalyst class is: 1.